From a dataset of Forward reaction prediction with 1.9M reactions from USPTO patents (1976-2016). Predict the product of the given reaction. (1) Given the reactants [C:1](#[N+:8][O-:9])[C:2]1[CH:7]=[CH:6][CH:5]=[CH:4][CH:3]=1.C1C=CC=CC=1.[CH3:16][C:17]([N:25]1[CH2:29][CH2:28][CH2:27][CH2:26]1)=[CH:18][C:19]1[CH:24]=[CH:23][CH:22]=[CH:21][CH:20]=1, predict the reaction product. The product is: [C:2]1([C:1]2[CH:18]([C:19]3[CH:24]=[CH:23][CH:22]=[CH:21][CH:20]=3)[C:17]([CH3:16])([N:25]3[CH2:29][CH2:28][CH2:27][CH2:26]3)[O:9][N:8]=2)[CH:7]=[CH:6][CH:5]=[CH:4][CH:3]=1. (2) Given the reactants C(OC([N:8](C1CC2C=C(OCC(O)=O)C=CC=2CCC1)[CH2:9][C@H:10](O)[CH2:11][O:12]C1C=CC=CC=1)=O)(C)(C)C.CN(C)CCCN=C=NCC.O[N:48]1C2C=CC=CC=2[N:50]=[N:49]1.O.[NH2:58]C1NN=NN=1, predict the reaction product. The product is: [NH:48]1[C:9]([CH2:10][C:11]([NH2:58])=[O:12])=[N:8][N:50]=[N:49]1. (3) Given the reactants [Br:1][C:2]1[CH:7]=[CH:6][CH:5]=[CH:4][C:3]=1[CH2:8][CH2:9][NH2:10].C(=O)([O-])[O-].[K+].[K+].[C:17](Cl)(=[O:20])[O:18][CH3:19], predict the reaction product. The product is: [CH3:19][O:18][C:17](=[O:20])[NH:10][CH2:9][CH2:8][C:3]1[CH:4]=[CH:5][CH:6]=[CH:7][C:2]=1[Br:1].